Dataset: Catalyst prediction with 721,799 reactions and 888 catalyst types from USPTO. Task: Predict which catalyst facilitates the given reaction. (1) The catalyst class is: 1. Product: [Cl:12][CH2:13][CH2:14][NH:15][C:16]([NH:1][C:2]1[C:11]2[C:6](=[CH:7][CH:8]=[CH:9][CH:10]=2)[N:5]=[CH:4][CH:3]=1)=[O:17]. Reactant: [NH2:1][C:2]1[C:11]2[C:6](=[CH:7][CH:8]=[CH:9][CH:10]=2)[N:5]=[CH:4][CH:3]=1.[Cl:12][CH2:13][CH2:14][N:15]=[C:16]=[O:17].CO. (2) Reactant: [Br:1][C:2]1[N:3]=[CH:4][N:5]([C:7]([C:20]2[CH:25]=[CH:24][CH:23]=[CH:22][CH:21]=2)([C:14]2[CH:19]=[CH:18][CH:17]=[CH:16][CH:15]=2)[C:8]2[CH:13]=[CH:12][CH:11]=[CH:10][CH:9]=2)[CH:6]=1.C([Li])CCC.CN(C)[CH:33]=[O:34]. Product: [Br:1][C:2]1[N:3]=[C:4]([CH:33]=[O:34])[N:5]([C:7]([C:14]2[CH:15]=[CH:16][CH:17]=[CH:18][CH:19]=2)([C:8]2[CH:9]=[CH:10][CH:11]=[CH:12][CH:13]=2)[C:20]2[CH:25]=[CH:24][CH:23]=[CH:22][CH:21]=2)[CH:6]=1. The catalyst class is: 7. (3) Reactant: Cl.[NH:2]1[C:6]2[CH:7]=[CH:8][C:9]([C:11]3[NH:12][C:13]4[N:14]([N:18]=[CH:19][C:20]=4[C:21](=[NH:26])[O:22][CH2:23][C:24]#[CH:25])[C:15](=[O:17])[CH:16]=3)=[CH:10][C:5]=2[N:4]=[N:3]1.CCN(C(C)C)C(C)C. Product: [NH:2]1[C:6]2[CH:7]=[CH:8][C:9]([C:11]3[NH:12][C:13]4[N:14]([N:18]=[CH:19][C:20]=4[C:21]4[O:22][CH:23]=[C:24]([CH3:25])[N:26]=4)[C:15](=[O:17])[CH:16]=3)=[CH:10][C:5]=2[N:4]=[N:3]1. The catalyst class is: 113.